From a dataset of Peptide-MHC class I binding affinity with 185,985 pairs from IEDB/IMGT. Regression. Given a peptide amino acid sequence and an MHC pseudo amino acid sequence, predict their binding affinity value. This is MHC class I binding data. The peptide sequence is KNRLNALGK. The MHC is HLA-A30:01 with pseudo-sequence HLA-A30:01. The binding affinity (normalized) is 0.541.